From a dataset of Reaction yield outcomes from USPTO patents with 853,638 reactions. Predict the reaction yield, written as a fraction of the theoretical maximum amount of product (1.0 means a 100% yield; for example, 0.34 means a 34% yield). (1) The reactants are [C:1]([C:5]1[CH:10]=[CH:9][C:8]([CH2:11][N:12]2[C:16](=[O:17])[N:15]([CH2:18][CH3:19])[C:14]([CH2:20][CH2:21][CH2:22][C:23]3[CH:28]=[CH:27][C:26]([C:29]4[CH:34]=[CH:33][C:32]([O:35][CH3:36])=[C:31]([NH:37][S:38]([C:41]5[CH:46]=[CH:45][CH:44]=[CH:43][CH:42]=5)(=[O:40])=[O:39])[N:30]=4)=[CH:25][CH:24]=3)=[N:13]2)=[CH:7][CH:6]=1)([CH3:4])([CH3:3])[CH3:2].[C:47](=O)([O-])[O-].[K+].[K+].IC. The catalyst is CN(C=O)C.O. The product is [C:1]([C:5]1[CH:6]=[CH:7][C:8]([CH2:11][N:12]2[C:16](=[O:17])[N:15]([CH2:18][CH3:19])[C:14]([CH2:20][CH2:21][CH2:22][C:23]3[CH:28]=[CH:27][C:26]([C:29]4[CH:34]=[CH:33][C:32]([O:35][CH3:36])=[C:31]([N:37]([S:38]([C:41]5[CH:46]=[CH:45][CH:44]=[CH:43][CH:42]=5)(=[O:40])=[O:39])[CH3:47])[N:30]=4)=[CH:25][CH:24]=3)=[N:13]2)=[CH:9][CH:10]=1)([CH3:2])([CH3:3])[CH3:4]. The yield is 0.550. (2) The reactants are Cl[C:2]1[CH:7]=[C:6]([NH:8][C:9]2[CH:18]=[CH:17][C:16]([F:19])=[CH:15][C:10]=2[C:11]([NH:13][CH3:14])=[O:12])[C:5]([Cl:20])=[CH:4][N:3]=1.[CH:21]([N:24]1[C:28]([NH2:29])=[CH:27][C:26]([CH3:30])=[N:25]1)([CH3:23])[CH3:22].C(=O)([O-])[O-].[Cs+].[Cs+].CC1(C)C2C(=C(P(C3C=CC=CC=3)C3C=CC=CC=3)C=CC=2)OC2C(P(C3C=CC=CC=3)C3C=CC=CC=3)=CC=CC1=2. The catalyst is O1CCOCC1.CC([O-])=O.CC([O-])=O.[Pd+2]. The product is [Cl:20][C:5]1[C:6]([NH:8][C:9]2[CH:18]=[CH:17][C:16]([F:19])=[CH:15][C:10]=2[C:11]([NH:13][CH3:14])=[O:12])=[CH:7][C:2]([NH:29][C:28]2[N:24]([CH:21]([CH3:23])[CH3:22])[N:25]=[C:26]([CH3:30])[CH:27]=2)=[N:3][CH:4]=1. The yield is 0.288. (3) The reactants are [CH3:1][N:2]([CH2:4][C:5]1[CH:10]=[CH:9][C:8]([NH:11][C:12](=[O:40])[CH2:13][C:14]2[CH:19]=[CH:18][C:17]([C:20]3[CH:21]=[N:22][C:23]([O:29]CC4C=CC(OC)=CC=4)=[C:24]([O:26][CH2:27][CH3:28])[CH:25]=3)=[CH:16][C:15]=2[F:39])=[CH:7][C:6]=1[C:41]([F:44])([F:43])[F:42])[CH3:3].[ClH:45]. The catalyst is C(Cl)Cl. The product is [ClH:45].[CH3:1][N:2]([CH2:4][C:5]1[CH:10]=[CH:9][C:8]([NH:11][C:12](=[O:40])[CH2:13][C:14]2[CH:19]=[CH:18][C:17]([C:20]3[CH:25]=[C:24]([O:26][CH2:27][CH3:28])[C:23](=[O:29])[NH:22][CH:21]=3)=[CH:16][C:15]=2[F:39])=[CH:7][C:6]=1[C:41]([F:43])([F:42])[F:44])[CH3:3]. The yield is 0.381. (4) The product is [CH3:2][O:3][C:4]([C@H:6]1[C@@H:11]([NH:12][CH2:25][C:24]2[CH:27]=[CH:28][C:21]([F:20])=[CH:22][CH:23]=2)[CH:10]2[CH2:13][CH2:14][CH:7]1[CH2:8][CH2:9]2)=[O:5]. The reactants are Cl.[CH3:2][O:3][C:4]([C@H:6]1[C@@H:11]([NH2:12])[CH:10]2[CH2:13][CH2:14][CH:7]1[CH2:8][CH2:9]2)=[O:5].C([O-])(=O)C.[Na+].[F:20][C:21]1[CH:28]=[CH:27][C:24]([CH:25]=O)=[CH:23][CH:22]=1.C([BH3-])#N.[Na+].C(=O)(O)[O-].[Na+]. The catalyst is CO.C(OCC)(=O)C. The yield is 0.720. (5) The yield is 0.620. The product is [NH2:5][C:6]1[C:14]2[C:13]([C:15]3[CH:20]=[CH:19][CH:18]=[C:17]([OH:21])[CH:16]=3)=[N:12][C:11]([NH:23][CH:24]3[CH2:25][CH2:26]3)=[N:10][C:9]=2[S:8][C:7]=1[C:27]([NH2:29])=[O:28]. The catalyst is ClCCl. The reactants are P(Br)(Br)Br.[NH2:5][C:6]1[C:14]2[C:13]([C:15]3[CH:20]=[CH:19][CH:18]=[C:17]([O:21]C)[CH:16]=3)=[N:12][C:11]([NH:23][CH:24]3[CH2:26][CH2:25]3)=[N:10][C:9]=2[S:8][C:7]=1[C:27]([NH2:29])=[O:28]. (6) The reactants are FC(F)(F)C(O)=O.C(OC([NH:15][C@H:16]1[CH2:20][CH2:19][N:18]([C:21]2[CH:33]=[CH:32][C:24]([C:25]([O:27]C(C)(C)C)=[O:26])=[C:23]([NH:34][CH:35]3[CH2:40][CH2:39][O:38][CH2:37][CH2:36]3)[CH:22]=2)[CH2:17]1)=O)(C)(C)C. The catalyst is ClCCl. The product is [NH2:15][C@H:16]1[CH2:20][CH2:19][N:18]([C:21]2[CH:33]=[CH:32][C:24]([C:25]([OH:27])=[O:26])=[C:23]([NH:34][CH:35]3[CH2:40][CH2:39][O:38][CH2:37][CH2:36]3)[CH:22]=2)[CH2:17]1. The yield is 1.00. (7) The reactants are [NH2:1][CH2:2][CH:3]([C:5]1[S:9][C:8]2[CH:10]=[CH:11][CH:12]=[CH:13][C:7]=2[CH:6]=1)[OH:4].[NH2:14][C:15]1[C:23]2[C:18](=[N:19][C:20]([N:27]3[CH2:32][CH2:31][C:30](=O)[CH2:29][CH2:28]3)=[CH:21][C:22]=2[CH2:24][CH2:25][CH3:26])[S:17][C:16]=1[C:34]([NH2:36])=[O:35].[BH4-].C(O)(=O)C. The catalyst is C1COCC1.CO. The product is [NH2:14][C:15]1[C:23]2[C:18](=[N:19][C:20]([N:27]3[CH2:28][CH2:29][CH:30]([NH:1][CH2:2][CH:3]([C:5]4[S:9][C:8]5[CH:10]=[CH:11][CH:12]=[CH:13][C:7]=5[CH:6]=4)[OH:4])[CH2:31][CH2:32]3)=[CH:21][C:22]=2[CH2:24][CH2:25][CH3:26])[S:17][C:16]=1[C:34]([NH2:36])=[O:35]. The yield is 0.279.